From a dataset of Reaction yield outcomes from USPTO patents with 853,638 reactions. Predict the reaction yield, written as a fraction of the theoretical maximum amount of product (1.0 means a 100% yield; for example, 0.34 means a 34% yield). (1) The reactants are [NH2:1][C:2]12[C:20](=[O:21])[C:19]3[C:14](=[CH:15][CH:16]=[CH:17][CH:18]=3)[C:3]1([OH:22])[O:4][C:5]1[CH:10]=[C:9]([CH:11]([CH3:13])[CH3:12])[CH:8]=[CH:7][C:6]=12.C(N([CH2:28][CH3:29])CC)C.[C:30](Cl)(=[O:35])[CH2:31][CH2:32][CH2:33][CH3:34]. The catalyst is ClCCl. The product is [C:30]([O:4][C:5]1[CH:10]=[C:9]([CH:11]([CH3:13])[CH3:12])[CH:8]=[CH:7][C:6]=1[C:2]1([NH:1][C:3](=[O:4])[CH2:2][CH2:6][CH2:28][CH3:29])[C:20](=[O:21])[C:19]2[C:14](=[CH:15][CH:16]=[CH:17][CH:18]=2)[C:3]1=[O:22])(=[O:35])[CH2:31][CH2:32][CH2:33][CH3:34]. The yield is 0.680. (2) The reactants are [NH2:1][C:2]1[C:3]([CH3:12])=[C:4]([CH:9]=[CH:10][CH:11]=1)[C:5]([O:7][CH3:8])=[O:6].[Cl:13]N1C(=O)CCC1=O. The catalyst is CN(C)C=O. The product is [NH2:1][C:2]1[C:3]([CH3:12])=[C:4]([C:9]([Cl:13])=[CH:10][CH:11]=1)[C:5]([O:7][CH3:8])=[O:6]. The yield is 0.450. (3) The reactants are N.C([N:9]1[CH2:13][CH:12]([CH2:14][CH:15]([CH3:19])[CH2:16][CH2:17][CH3:18])[CH2:11][C:10]1=[O:20])C1C=CC=CC=1.[Na]. The catalyst is C1COCC1. The product is [CH3:19][CH:15]([CH2:16][CH2:17][CH3:18])[CH2:14][CH:12]1[CH2:13][NH:9][C:10](=[O:20])[CH2:11]1. The yield is 0.860. (4) The reactants are [Cl:1][C:2]1[CH:7]=[CH:6][C:5]([NH:8][C:9]([C:11]2[CH:16]=[CH:15][N:14]=[C:13](Cl)[CH:12]=2)=[O:10])=[CH:4][C:3]=1[NH:18][C:19]([C:21]1[CH:26]=[CH:25][N:24]=[C:23](Cl)[CH:22]=1)=[O:20].[NH:28]1[CH2:33][CH2:32][O:31][CH2:30][CH2:29]1. No catalyst specified. The product is [Cl:1][C:2]1[CH:7]=[CH:6][C:5]([NH:8][C:9]([C:11]2[CH:16]=[CH:15][N:14]=[C:13]([N:28]3[CH2:33][CH2:32][O:31][CH2:30][CH2:29]3)[CH:12]=2)=[O:10])=[CH:4][C:3]=1[NH:18][C:19]([C:21]1[CH:26]=[CH:25][N:24]=[C:23]([N:28]2[CH2:33][CH2:32][O:31][CH2:30][CH2:29]2)[CH:22]=1)=[O:20]. The yield is 0.840. (5) The reactants are C(OC(=O)[N:7]([C:16]1[S:17][C:18]([CH2:21][C:22]2[C:30]3[C:25](=[N:26][CH:27]=[C:28]([Cl:31])[CH:29]=3)[NH:24][CH:23]=2)=[CH:19][N:20]=1)[CH2:8][C:9]1[CH:14]=[CH:13][C:12]([F:15])=[CH:11][CH:10]=1)(C)(C)C.FC(F)(F)C(O)=O. The catalyst is ClCCl. The product is [Cl:31][C:28]1[CH:29]=[C:30]2[C:22]([CH2:21][C:18]3[S:17][C:16]([NH:7][CH2:8][C:9]4[CH:14]=[CH:13][C:12]([F:15])=[CH:11][CH:10]=4)=[N:20][CH:19]=3)=[CH:23][NH:24][C:25]2=[N:26][CH:27]=1. The yield is 0.290.